This data is from Drug-target binding data from BindingDB using Ki measurements. The task is: Regression. Given a target protein amino acid sequence and a drug SMILES string, predict the binding affinity score between them. We predict pKi (pKi = -log10(Ki in M); higher means stronger inhibition). Dataset: bindingdb_ki. The compound is CC(C)(COP(=O)([O-])OP(=O)([O-])OC[C@H]1O[C@@H](n2cnc3c(N)ncnc32)[C@H](O)[C@@H]1OP(=O)([O-])[O-])[C@@H](O)C(=O)NCCC(=O)NCCSCC(=O)N[C@@H](CCCN=C(N)N)C(N)=O. The target protein sequence is MIISEFDRDNLVLRDQLADLLRLTWPDEYGEQPMKEVERLLEDERIAVSAIEGDELIGFVGAIPQYGQTGWELHPLVVESMYRKQQVGTRLVSYLEKEIASQGGIVVYLGTDDVEGQTSLAIEEDLFEDTFDKLETIQNRKDHPYEFYEKLGYQIVGVIPDANGWNKPDIWMAKRIARKHGSE. The pKi is 8.9.